From a dataset of Full USPTO retrosynthesis dataset with 1.9M reactions from patents (1976-2016). Predict the reactants needed to synthesize the given product. (1) Given the product [F:8][C:5]1[CH:6]=[CH:7][C:2]([Sn:10]([CH3:16])([CH3:15])[CH3:9])=[N:3][CH:4]=1, predict the reactants needed to synthesize it. The reactants are: Br[C:2]1[CH:7]=[CH:6][C:5]([F:8])=[CH:4][N:3]=1.[CH3:9][Sn:10]([CH3:16])([CH3:15])[Sn:10]([CH3:16])([CH3:15])[CH3:9].[SnH4]. (2) Given the product [C:21]([O:24][CH2:25][C:26]([O:28][CH:2]([C:13]1[CH:18]=[CH:17][C:16]([O:19][CH3:20])=[CH:15][CH:14]=1)[C:3]([C:5]1[CH:12]=[CH:11][C:8]([C:9]#[N:10])=[CH:7][CH:6]=1)=[O:4])=[O:27])(=[O:23])[CH3:22], predict the reactants needed to synthesize it. The reactants are: Br[CH:2]([C:13]1[CH:18]=[CH:17][C:16]([O:19][CH3:20])=[CH:15][CH:14]=1)[C:3]([C:5]1[CH:12]=[CH:11][C:8]([C:9]#[N:10])=[CH:7][CH:6]=1)=[O:4].[C:21]([O:24][CH2:25][C:26]([OH:28])=[O:27])(=[O:23])[CH3:22].C(=O)([O-])[O-].[Cs+].[Cs+]. (3) Given the product [CH3:1][O:3][C:4](=[O:25])[CH2:5][CH2:6][C:7]1[CH:12]=[CH:11][C:10]([O:13][CH2:14][CH2:15][C@@H:16]([O:18][C:28]2[CH:29]=[CH:30][C:31]([C:33]([F:36])([F:35])[F:34])=[CH:32][C:27]=2[Br:26])[CH3:17])=[CH:9][C:8]=1[CH3:23], predict the reactants needed to synthesize it. The reactants are: [CH2:1]([O:3][C:4](=[O:25])[CH2:5][CH2:6][C:7]1[CH:12]=[CH:11][C:10]([O:13][CH2:14][CH2:15][C@H:16]([O:18]S(C)(=O)=O)[CH3:17])=[CH:9][C:8]=1[CH2:23]C)C.[Br:26][C:27]1[CH:32]=[C:31]([C:33]([F:36])([F:35])[F:34])[CH:30]=[CH:29][C:28]=1O. (4) Given the product [Cl:1][C:2]1[C:3]([C:22]2[C:27]([CH3:28])=[CH:26][C:25]([CH3:29])=[CH:24][N:23]=2)=[CH:4][C:5]([N:8]2[CH2:13][CH2:12][N:11]3[CH:14]=[C:15]([C:17]([OH:19])=[O:18])[N:16]=[C:10]3[CH2:9]2)=[N:6][CH:7]=1, predict the reactants needed to synthesize it. The reactants are: [Cl:1][C:2]1[C:3]([C:22]2[C:27]([CH3:28])=[CH:26][C:25]([CH3:29])=[CH:24][N:23]=2)=[CH:4][C:5]([N:8]2[CH2:13][CH2:12][N:11]3[CH:14]=[C:15]([C:17]([O:19]CC)=[O:18])[N:16]=[C:10]3[CH2:9]2)=[N:6][CH:7]=1.C(Cl)Cl.CO.Cl.